This data is from NCI-60 drug combinations with 297,098 pairs across 59 cell lines. The task is: Regression. Given two drug SMILES strings and cell line genomic features, predict the synergy score measuring deviation from expected non-interaction effect. Drug 1: C1=CN(C=N1)CC(O)(P(=O)(O)O)P(=O)(O)O. Drug 2: CC12CCC3C(C1CCC2OP(=O)(O)O)CCC4=C3C=CC(=C4)OC(=O)N(CCCl)CCCl.[Na+]. Cell line: ACHN. Synergy scores: CSS=0.214, Synergy_ZIP=-0.0542, Synergy_Bliss=0.350, Synergy_Loewe=0.919, Synergy_HSA=0.0302.